This data is from Reaction yield outcomes from USPTO patents with 853,638 reactions. The task is: Predict the reaction yield, written as a fraction of the theoretical maximum amount of product (1.0 means a 100% yield; for example, 0.34 means a 34% yield). The reactants are I[C:2]1[C:10]2[C:5](=[CH:6][C:7]([C@H:11]3[C@@:13]4([C:21]5[C:16](=[CH:17][CH:18]=[CH:19][CH:20]=5)[N:15]([CH3:22])[C:14]4=[O:23])[CH2:12]3)=[CH:8][CH:9]=2)[NH:4][N:3]=1.CC1(C)C(C)(C)OB(/[CH:32]=[CH:33]/[C:34]2[CH:39]=[CH:38][C:37]([N:40]3[CH2:45][CH2:44][N:43](C(OC(C)(C)C)=O)[CH2:42][CH2:41]3)=[CH:36][CH:35]=2)O1.[C:54]([OH:60])([C:56]([F:59])([F:58])[F:57])=[O:55]. The catalyst is C(Cl)Cl. The product is [F:57][C:56]([F:59])([F:58])[C:54]([OH:60])=[O:55].[CH3:22][N:15]1[C:16]2[C:21](=[CH:20][CH:19]=[CH:18][CH:17]=2)[C@:13]2([CH2:12][C@H:11]2[C:7]2[CH:6]=[C:5]3[C:10]([C:2](/[CH:32]=[CH:33]/[C:34]4[CH:35]=[CH:36][C:37]([N:40]5[CH2:45][CH2:44][NH:43][CH2:42][CH2:41]5)=[CH:38][CH:39]=4)=[N:3][NH:4]3)=[CH:9][CH:8]=2)[C:14]1=[O:23]. The yield is 0.0400.